This data is from Full USPTO retrosynthesis dataset with 1.9M reactions from patents (1976-2016). The task is: Predict the reactants needed to synthesize the given product. Given the product [C:22]1([NH:21][C:4]2[N:5]=[CH:6][C:7]3[CH:13]=[CH:12][C:11](=[O:14])[N:10]([C:15]4[CH:20]=[CH:19][CH:18]=[CH:17][CH:16]=4)[C:8]=3[N:9]=2)[CH:27]=[CH:26][CH:25]=[CH:24][CH:23]=1, predict the reactants needed to synthesize it. The reactants are: CS([C:4]1[N:5]=[CH:6][C:7]2[CH:13]=[CH:12][C:11](=[O:14])[N:10]([C:15]3[CH:20]=[CH:19][CH:18]=[CH:17][CH:16]=3)[C:8]=2[N:9]=1)=O.[NH2:21][C:22]1[CH:27]=[CH:26][CH:25]=[CH:24][CH:23]=1.CCCCCC.